This data is from Forward reaction prediction with 1.9M reactions from USPTO patents (1976-2016). The task is: Predict the product of the given reaction. (1) Given the reactants [O:1]=[C:2]([CH2:4][N:5]([C:7](=[NH:9])[NH2:8])[CH3:6])[OH:3].[OH-].[NH4+:11], predict the reaction product. The product is: [CH3:6][N:5]([CH2:4][C:2]([O-:3])=[O:1])[C:7]([NH2:9])=[NH:8].[NH4+:11]. (2) Given the reactants CO[N:3]=[C:4]1[C:13]2[C:8](=[CH:9][CH:10]=[CH:11][CH:12]=2)[O:7][CH:6]([CH:14]2[CH2:17][CH:16]([C:18]([O:20][CH2:21][CH3:22])=[O:19])[CH2:15]2)[CH2:5]1.O, predict the reaction product. The product is: [NH2:3][CH:4]1[C:13]2[C:8](=[CH:9][CH:10]=[CH:11][CH:12]=2)[O:7][CH:6]([CH:14]2[CH2:15][CH:16]([C:18]([O:20][CH2:21][CH3:22])=[O:19])[CH2:17]2)[CH2:5]1. (3) Given the reactants [C:1]([O:5][C:6]([N:8]([CH2:34][C@H:35]([OH:42])[C:36]1[CH:41]=[CH:40][CH:39]=[CH:38][CH:37]=1)[CH2:9][CH2:10][C:11]1[CH:16]=[CH:15][C:14]([C:17]2[CH:22]=[CH:21][C:20]([CH2:23][C:24](O)=[O:25])=[C:19]([O:27][CH:28]3[CH2:33][CH2:32][CH2:31][CH2:30][CH2:29]3)[CH:18]=2)=[CH:13][CH:12]=1)=[O:7])([CH3:4])([CH3:3])[CH3:2].C(N1C=CN=C1)(N1C=CN=C1)=O.[CH3:55][S:56]([NH2:59])(=[O:58])=[O:57].C1CCN2C(=NCCC2)CC1.Cl, predict the reaction product. The product is: [CH:28]1([O:27][C:19]2[CH:18]=[C:17]([C:14]3[CH:15]=[CH:16][C:11]([CH2:10][CH2:9][N:8]([CH2:34][C@H:35]([OH:42])[C:36]4[CH:37]=[CH:38][CH:39]=[CH:40][CH:41]=4)[C:6](=[O:7])[O:5][C:1]([CH3:4])([CH3:3])[CH3:2])=[CH:12][CH:13]=3)[CH:22]=[CH:21][C:20]=2[CH2:23][C:24]([NH:59][S:56]([CH3:55])(=[O:58])=[O:57])=[O:25])[CH2:29][CH2:30][CH2:31][CH2:32][CH2:33]1. (4) Given the reactants [F:1][C:2]1[CH:27]=[CH:26][CH:25]=[C:24]([F:28])[C:3]=1[C:4]([NH:6][C:7]1[C:8]([C:21]([OH:23])=O)=[N:9][N:10]([CH2:12][C:13]2[CH:18]=[CH:17][C:16]([O:19][CH3:20])=[CH:15][CH:14]=2)[CH:11]=1)=[O:5].Cl.CN(C)CCCN=C=NCC.ON1C2C=CC=CC=2N=N1.C(N(CC)CC)C.Cl.[NH2:59][CH2:60][C:61]([C:63]1[CH:68]=[CH:67][CH:66]=[CH:65][CH:64]=1)=[O:62], predict the reaction product. The product is: [O:62]=[C:61]([C:63]1[CH:68]=[CH:67][CH:66]=[CH:65][CH:64]=1)[CH2:60][NH:59][C:21]([C:8]1[C:7]([NH:6][C:4](=[O:5])[C:3]2[C:2]([F:1])=[CH:27][CH:26]=[CH:25][C:24]=2[F:28])=[CH:11][N:10]([CH2:12][C:13]2[CH:18]=[CH:17][C:16]([O:19][CH3:20])=[CH:15][CH:14]=2)[N:9]=1)=[O:23]. (5) Given the reactants [Li+].[B-](CC)(CC)CC.[NH2:9][C:10]1[CH:11]=[C:12]([C:16]2[CH2:17][C@@H:18]3[N:24]([CH:25]=2)[C:23](=[O:26])[C:22]2[CH:27]=[C:28]([O:70][CH3:71])[C:29]([O:31][CH2:32][CH2:33][CH2:34][O:35][C:36]4[C:67]([O:68][CH3:69])=[CH:66][C:39]5[C:40](=[O:65])[N:41]6[CH:56]=[C:55]([C:57]7[CH:62]=[CH:61][C:60]([O:63][CH3:64])=[CH:59][CH:58]=7)[CH2:54][C@H:42]6[C:43](=O)[N:44](COCC[Si](C)(C)C)[C:38]=5[CH:37]=4)=[CH:30][C:21]=2[N:20](COCC[Si](C)(C)C)[C:19]3=O)[CH:13]=[CH:14][CH:15]=1, predict the reaction product. The product is: [NH2:9][C:10]1[CH:11]=[C:12]([C:16]2[CH2:17][C@@H:18]3[N:24]([CH:25]=2)[C:23](=[O:26])[C:22]2[CH:27]=[C:28]([O:70][CH3:71])[C:29]([O:31][CH2:32][CH2:33][CH2:34][O:35][C:36]4[C:67]([O:68][CH3:69])=[CH:66][C:39]5[C:40](=[O:65])[N:41]6[CH:56]=[C:55]([C:57]7[CH:62]=[CH:61][C:60]([O:63][CH3:64])=[CH:59][CH:58]=7)[CH2:54][C@H:42]6[CH:43]=[N:44][C:38]=5[CH:37]=4)=[CH:30][C:21]=2[N:20]=[CH:19]3)[CH:13]=[CH:14][CH:15]=1.